From a dataset of Catalyst prediction with 721,799 reactions and 888 catalyst types from USPTO. Predict which catalyst facilitates the given reaction. Reactant: OC(C)(C)CN1C=C[C:6]([NH:9][C:10](=[O:30])[C@@H:11]([N:16]2[CH2:20][C:19]([O:21][C:22]3[CH:27]=[CH:26][CH:25]=[CH:24][C:23]=3[Cl:28])=[CH:18][C:17]2=[O:29])[CH2:12][CH:13]([CH3:15])[CH3:14])=[N:5]1.Cl.CN(C)CCCN=C=NCC.ON1C2C=CC=CC=2N=N1.[CH:55]1([C:58]2N=C(N)[S:60][N:59]=2)[CH2:57][CH2:56]1. Product: [CH:55]1([C:58]2[N:5]=[C:6]([NH:9][C:10](=[O:30])[C@@H:11]([N:16]3[CH2:20][C:19]([O:21][C:22]4[CH:27]=[CH:26][CH:25]=[CH:24][C:23]=4[Cl:28])=[CH:18][C:17]3=[O:29])[CH2:12][CH:13]([CH3:14])[CH3:15])[S:60][N:59]=2)[CH2:57][CH2:56]1. The catalyst class is: 4.